The task is: Predict the reactants needed to synthesize the given product.. This data is from Retrosynthesis with 50K atom-mapped reactions and 10 reaction types from USPTO. (1) Given the product COC(=O)[C@@H](NC(=O)c1ccc(-c2cc(F)cc(F)c2)cc1N)C1CCCCC1, predict the reactants needed to synthesize it. The reactants are: COC(=O)[C@@H](NC(=O)c1ccc(-c2cc(F)cc(F)c2)cc1[N+](=O)[O-])C1CCCCC1. (2) Given the product O=Cc1ccc(Oc2cccnc2)cc1, predict the reactants needed to synthesize it. The reactants are: Brc1cccnc1.O=Cc1ccc(O)cc1. (3) Given the product CCOC(=O)c1cn(Cc2ccccc2C(F)(F)F)c2ccc(Oc3ccc(NC(C)=O)cc3)c(CN(C)Cc3ccccc3)c2c1=O, predict the reactants needed to synthesize it. The reactants are: CCOC(=O)c1cn(Cc2ccccc2C(F)(F)F)c2ccc(Oc3ccc(NC(C)=O)cc3)c(CCl)c2c1=O.CNCc1ccccc1. (4) Given the product CN(C)C(=O)c1cc(Cl)nc2ccccc12, predict the reactants needed to synthesize it. The reactants are: CNC.O=C(Cl)c1cc(Cl)nc2ccccc12. (5) The reactants are: CC(C)(C)OC(=O)Nc1nc2cc(OS(=O)(=O)c3c(Cl)cccc3Cl)ccc2[nH]1. Given the product Nc1nc2cc(OS(=O)(=O)c3c(Cl)cccc3Cl)ccc2[nH]1, predict the reactants needed to synthesize it. (6) The reactants are: CC(=O)OC(C)=O.Nc1cccc2c1OCCO2. Given the product CC(=O)Nc1cccc2c1OCCO2, predict the reactants needed to synthesize it. (7) Given the product CCOCCn1c(NC2CCN(CCC3(c4ccccc4)CCN(C(=O)c4cc(NS(C)(=O)=O)ccc4OC)C3)CC2)nc2ccccc21, predict the reactants needed to synthesize it. The reactants are: CCOCCn1c(NC2CCN(CCC3(c4ccccc4)CCNC3)CC2)nc2ccccc21.COc1ccc(NS(C)(=O)=O)cc1C(=O)O. (8) Given the product Cc1noc(C)c1-c1cnc2c(-c3ccc(C(F)F)cc3)cn(CC3CCC(F)(F)CC3)c2c1, predict the reactants needed to synthesize it. The reactants are: Cc1noc(C)c1-c1cnc2c(B(O)O)cn(CC3CCC(F)(F)CC3)c2c1.FC(F)c1ccc(Br)cc1. (9) The reactants are: COc1cc(B(O)O)c(F)cn1.NC(=O)C(Nc1cncc(Br)c1)c1ccccc1. Given the product COc1cc(-c2cncc(NC(C(N)=O)c3ccccc3)c2)c(F)cn1, predict the reactants needed to synthesize it.